From a dataset of Full USPTO retrosynthesis dataset with 1.9M reactions from patents (1976-2016). Predict the reactants needed to synthesize the given product. (1) Given the product [N+:1]([C:4]1[C:5]([CH2:14][OH:15])=[C:6]2[C:11](=[CH:12][CH:13]=1)[N:10]=[CH:9][CH:8]=[CH:7]2)([O-:3])=[O:2], predict the reactants needed to synthesize it. The reactants are: [N+:1]([C:4]1[CH:13]=[CH:12][C:11]2[N:10]=[CH:9][CH:8]=[CH:7][C:6]=2[C:5]=1[CH:14]=[O:15])([O-:3])=[O:2].[BH4-].[Na+].CO.Cl. (2) Given the product [OH:50][C:43]1[C:42]([CH2:41][NH:40][C:8]([C:6]2[CH:5]=[CH:4][N:3]([CH:11]([C:13]3[CH:18]=[CH:17][CH:16]=[CH:15][CH:14]=3)[CH3:12])[C:2](=[O:1])[CH:7]=2)=[O:10])=[C:47]([CH3:48])[CH:46]=[C:45]([CH3:49])[N:44]=1, predict the reactants needed to synthesize it. The reactants are: [O:1]=[C:2]1[CH:7]=[C:6]([C:8]([OH:10])=O)[CH:5]=[CH:4][N:3]1[CH:11]([C:13]1[CH:18]=[CH:17][CH:16]=[CH:15][CH:14]=1)[CH3:12].C(N=C=NCCCN(C)C)C.ON1C2C=CC=CC=2N=N1.[NH2:40][CH2:41][C:42]1[C:43]([OH:50])=[N:44][C:45]([CH3:49])=[CH:46][C:47]=1[CH3:48]. (3) The reactants are: Cl[C:2]1[CH:11]=[C:10]([C:12]([N:14]2[CH2:19][CH2:18][CH:17]([N:20]3[CH2:32][CH2:31][CH2:30][C:22]4([C:26](=[O:27])[O:25][C:24]([CH3:29])([CH3:28])[CH2:23]4)[CH2:21]3)[CH2:16][CH2:15]2)=[O:13])[C:9]2[C:4](=[CH:5][CH:6]=[CH:7][CH:8]=2)[N:3]=1.Cl.[NH:34]1[CH2:39][CH2:38][CH:37]([C:40]([O:42][CH2:43][C:44]2[CH:49]=[CH:48][CH:47]=[CH:46][CH:45]=2)=[O:41])[CH2:36][CH2:35]1.C(=O)([O-])[O-].[K+].[K+].CS(C)=O. Given the product [CH3:28][C:24]1([CH3:29])[CH2:23][C:22]2([CH2:30][CH2:31][CH2:32][N:20]([CH:17]3[CH2:18][CH2:19][N:14]([C:12]([C:10]4[C:9]5[C:4](=[CH:5][CH:6]=[CH:7][CH:8]=5)[N:3]=[C:2]([N:34]5[CH2:35][CH2:36][CH:37]([C:40]([O:42][CH2:43][C:44]6[CH:45]=[CH:46][CH:47]=[CH:48][CH:49]=6)=[O:41])[CH2:38][CH2:39]5)[CH:11]=4)=[O:13])[CH2:15][CH2:16]3)[CH2:21]2)[C:26](=[O:27])[O:25]1, predict the reactants needed to synthesize it. (4) Given the product [C:12]([C:2]1[CH:3]=[C:4]([CH2:8][C:9]([O:11][CH3:15])=[O:10])[CH:5]=[CH:6][CH:7]=1)#[N:13], predict the reactants needed to synthesize it. The reactants are: Br[C:2]1[CH:3]=[C:4]([CH2:8][C:9]([OH:11])=[O:10])[CH:5]=[CH:6][CH:7]=1.[C:12]([Cu])#[N:13].[CH3:15]N(C=O)C. (5) Given the product [ClH:1].[NH2:49][CH2:48][C@H:45]1[CH2:44][CH2:43][C@H:42]([C:40]([NH:39][C@@H:24]([CH2:23][C:20]2[CH:21]=[CH:22][C:17]([C:4]3[CH:5]=[C:6]([C:9]([N:11]4[CH2:12][CH2:13][O:14][CH2:15][CH2:16]4)=[O:10])[CH:7]=[CH:8][C:3]=3[CH3:2])=[CH:18][CH:19]=2)[C:25](=[O:38])[NH:26][C:27]2[CH:32]=[CH:31][C:30]([C:33]3[N:37]=[N:36][NH:35][N:34]=3)=[CH:29][CH:28]=2)=[O:41])[CH2:47][CH2:46]1, predict the reactants needed to synthesize it. The reactants are: [ClH:1].[CH3:2][C:3]1[CH:8]=[CH:7][C:6]([C:9]([N:11]2[CH2:16][CH2:15][O:14][CH2:13][CH2:12]2)=[O:10])=[CH:5][C:4]=1[C:17]1[CH:22]=[CH:21][C:20]([CH2:23][C@H:24]([NH:39][C:40]([C@H:42]2[CH2:47][CH2:46][C@H:45]([CH2:48][NH:49]C(=O)OC(C)(C)C)[CH2:44][CH2:43]2)=[O:41])[C:25](=[O:38])[NH:26][C:27]2[CH:32]=[CH:31][C:30]([C:33]3[N:34]=[N:35][NH:36][N:37]=3)=[CH:29][CH:28]=2)=[CH:19][CH:18]=1. (6) Given the product [CH:1]12[CH2:7][CH:4]([CH2:5][CH2:6]1)[CH:3]([C:8]([O-:10])=[O:9])[CH:2]2[C:11]([O-:13])=[O:12].[Na+:14].[Na+:14], predict the reactants needed to synthesize it. The reactants are: [CH:1]12[CH2:7][CH:4]([CH:5]=[CH:6]1)[CH:3]([C:8]([O-:10])=[O:9])[CH:2]2[C:11]([O-:13])=[O:12].[Na+:14].[Na+]. (7) The reactants are: [ClH:1].Cl.[CH3:3][NH:4][CH2:5][C:6]1[N:7]=[C:8]([C:20]2[CH:25]=[CH:24][CH:23]=[CH:22][CH:21]=2)[N:9]([CH2:11][S:12][C:13]2[CH:18]=[CH:17][C:16]([CH3:19])=[CH:15][CH:14]=2)[CH:10]=1.OOS([O-])=O.[K+].[OH2:32].[OH2:33].O.O.O.S([O-])([O-])(=O)=S.[Na+].[Na+].C(=O)([O-])O.[Na+]. Given the product [ClH:1].[ClH:1].[CH3:3][NH:4][CH2:5][C:6]1[N:7]=[C:8]([C:20]2[CH:25]=[CH:24][CH:23]=[CH:22][CH:21]=2)[N:9]([CH2:11][S:12]([C:13]2[CH:18]=[CH:17][C:16]([CH3:19])=[CH:15][CH:14]=2)(=[O:33])=[O:32])[CH:10]=1, predict the reactants needed to synthesize it.